From a dataset of Reaction yield outcomes from USPTO patents with 853,638 reactions. Predict the reaction yield, written as a fraction of the theoretical maximum amount of product (1.0 means a 100% yield; for example, 0.34 means a 34% yield). The reactants are [F:1][C:2]1[CH:7]=[C:6]([CH3:8])[CH:5]=[CH:4][C:3]=1[NH:9][C:10]1[CH:18]=[C:17]2[C:13]([C:14]([CH2:28][N:29](C)[C:30](=O)OC(C)(C)C)=[CH:15][N:16]2[S:19]([C:22]2[CH:23]=[N:24][CH:25]=[CH:26][CH:27]=2)(=[O:21])=[O:20])=[CH:12][CH:11]=1.[ClH:38].CO. No catalyst specified. The product is [ClH:38].[F:1][C:2]1[CH:7]=[C:6]([CH3:8])[CH:5]=[CH:4][C:3]=1[NH:9][C:10]1[CH:18]=[C:17]2[C:13]([C:14]([CH2:28][NH:29][CH3:30])=[CH:15][N:16]2[S:19]([C:22]2[CH:23]=[N:24][CH:25]=[CH:26][CH:27]=2)(=[O:21])=[O:20])=[CH:12][CH:11]=1. The yield is 0.426.